Dataset: Catalyst prediction with 721,799 reactions and 888 catalyst types from USPTO. Task: Predict which catalyst facilitates the given reaction. (1) Reactant: [F:1][C:2]1[CH:3]=[C:4]([N:8]2[CH2:12][C@H:11]([CH2:13][OH:14])[O:10][C:9]2=[O:15])[CH:5]=[CH:6][CH:7]=1.[I:16]N1C(=O)CCC1=O. Product: [F:1][C:2]1[CH:3]=[C:4]([N:8]2[CH2:12][C@H:11]([CH2:13][OH:14])[O:10][C:9]2=[O:15])[CH:5]=[CH:6][C:7]=1[I:16]. The catalyst class is: 55. (2) Reactant: [O:1]=[C:2]([C:9]1[CH:14]=[C:13]([F:15])[C:12]([F:16])=[C:11]([F:17])[C:10]=1[F:18])[CH2:3][C:4]([O:6][CH2:7][CH3:8])=[O:5].[CH3:19]C(OC(C)=O)=O.[NH2:26][C:27]1([CH2:31][OH:32])[CH2:30][CH2:29][CH2:28]1.C(N(CC)CC)C. Product: [OH:32][CH2:31][C:27]1([NH:26][CH:19]=[C:3]([C:2](=[O:1])[C:9]2[CH:14]=[C:13]([F:15])[C:12]([F:16])=[C:11]([F:17])[C:10]=2[F:18])[C:4]([O:6][CH2:7][CH3:8])=[O:5])[CH2:30][CH2:29][CH2:28]1. The catalyst class is: 11. (3) The catalyst class is: 22. Product: [OH:1][CH:2]([CH2:6][CH2:7][CH2:8][CH2:9][CH2:10][CH2:11]/[CH:12]=[CH:13]\[CH2:14][CH2:15][CH2:16][CH2:17][CH2:18][CH2:19][CH2:20][CH3:21])[C:3]([O:5][CH2:22][CH2:23][OH:24])=[O:4]. Reactant: [OH:1][CH:2]([CH2:6][CH2:7][CH2:8][CH2:9][CH2:10][CH2:11]/[CH:12]=[CH:13]\[CH2:14][CH2:15][CH2:16][CH2:17][CH2:18][CH2:19][CH2:20][CH3:21])[C:3]([OH:5])=[O:4].[CH2:22](O)[CH2:23][OH:24].C1(C)C=CC(S(O)(=O)=O)=CC=1. (4) Reactant: [CH2:1]([CH2:13][CH2:14][NH2:15])[CH2:2][CH2:3][CH2:4][NH:5][CH2:6][CH2:7][CH2:8][CH2:9][CH2:10][CH2:11][NH2:12].[OH2:16].[F:17][C:18]([F:25])([F:24])[C:19]([O:21]CC)=O. Product: [F:25][C:18]([F:17])([F:24])[C:19]([NH:15][CH2:14][CH2:13][CH2:1][CH2:2][CH2:3][CH2:4][NH:5][CH2:6][CH2:7][CH2:8][CH2:9][CH2:10][CH2:11][NH:12][C:19](=[O:16])[C:18]([F:25])([F:24])[F:17])=[O:21]. The catalyst class is: 10. (5) Reactant: [S:1]1([C:12]2[C:7](=[CH:8][CH:9]=[CH:10][CH:11]=2)[C:5](=[O:6])[NH:4]1)(=[O:3])=[O:2].[H-].[Na+].[O:15]([CH2:22][CH2:23][CH2:24]Br)[C:16]1[CH:21]=[CH:20][CH:19]=[CH:18][CH:17]=1. Product: [O:15]([CH2:22][CH2:23][CH2:24][N:4]1[C:5](=[O:6])[C:7]2[C:12](=[CH:11][CH:10]=[CH:9][CH:8]=2)[S:1]1(=[O:2])=[O:3])[C:16]1[CH:21]=[CH:20][CH:19]=[CH:18][CH:17]=1. The catalyst class is: 3. (6) Reactant: Br[C:2]1[CH:3]=[C:4]([C:12]([O:14][CH3:15])=[O:13])[CH:5]=[C:6]([CH:11]=1)[C:7]([O:9][CH3:10])=[O:8].[CH2:16]([N:23]1[CH2:28][CH2:27][NH:26][CH2:25][CH2:24]1)[C:17]1[CH:22]=[CH:21][CH:20]=[CH:19][CH:18]=1.C(=O)([O-])[O-].[Cs+].[Cs+].C1C=CC(P(C2C(C3C(P(C4C=CC=CC=4)C4C=CC=CC=4)=CC=C4C=3C=CC=C4)=C3C(C=CC=C3)=CC=2)C2C=CC=CC=2)=CC=1. Product: [CH2:16]([N:23]1[CH2:28][CH2:27][N:26]([C:2]2[CH:3]=[C:4]([C:12]([O:14][CH3:15])=[O:13])[CH:5]=[C:6]([CH:11]=2)[C:7]([O:9][CH3:10])=[O:8])[CH2:25][CH2:24]1)[C:17]1[CH:18]=[CH:19][CH:20]=[CH:21][CH:22]=1. The catalyst class is: 164. (7) Reactant: Br[C:2]1[C:14]([N+:15]([O-:17])=[O:16])=[CH:13][CH:12]=[CH:11][C:3]=1[C:4]([NH:6][C:7]([CH3:10])([CH3:9])[CH3:8])=[O:5].[CH:18]1([NH2:21])[CH2:20][CH2:19]1. The catalyst class is: 49. Product: [C:7]([NH:6][C:4](=[O:5])[C:3]1[CH:11]=[CH:12][CH:13]=[C:14]([N+:15]([O-:17])=[O:16])[C:2]=1[NH:21][CH:18]1[CH2:20][CH2:19]1)([CH3:10])([CH3:9])[CH3:8]. (8) Reactant: [CH:1]([N:4](CC)C(C)C)(C)C.[F:10][C:11]1[CH:16]=[CH:15][CH:14]=[CH:13][C:12]=1[C:17]1[CH:18]=[N:19][C:20]([N:23]2[C:31]3[C:26](=[CH:27][CH:28]=[C:29]([C:32]([OH:34])=O)[CH:30]=3)[C:25]([CH3:35])=[CH:24]2)=[N:21][CH:22]=1.[OH:36][C:37]1SC2C=CC=[CH:42][C:40]=2[N:41]=1.C(=O)([O-])O.[Na+]. Product: [F:10][C:11]1[CH:16]=[CH:15][CH:14]=[CH:13][C:12]=1[C:17]1[CH:18]=[N:19][C:20]([N:23]2[C:31]3[C:26](=[CH:27][CH:28]=[C:29]([C:32]([N:4]4[CH2:42][CH2:40][NH:41][C:37](=[O:36])[CH2:1]4)=[O:34])[CH:30]=3)[C:25]([CH3:35])=[CH:24]2)=[N:21][CH:22]=1. The catalyst class is: 4. (9) Reactant: CN(C)[CH:3]=[C:4]([C:12]1[CH:17]=[CH:16][CH:15]=[CH:14][CH:13]=1)[C:5]([C:7]1[S:8][CH:9]=[CH:10][CH:11]=1)=O.Cl.[O:20]=[C:21]1[NH:25][CH2:24][CH2:23][N:22]1[CH2:26][CH2:27][NH:28][C:29]([NH2:31])=[NH:30].C(=O)([O-])[O-].[Cs+].[Cs+].O. Product: [C:12]1([C:4]2[C:5]([C:7]3[S:8][CH:9]=[CH:10][CH:11]=3)=[N:30][C:29]([NH:28][CH2:27][CH2:26][N:22]3[CH2:23][CH2:24][NH:25][C:21]3=[O:20])=[N:31][CH:3]=2)[CH:13]=[CH:14][CH:15]=[CH:16][CH:17]=1. The catalyst class is: 60.